Dataset: Catalyst prediction with 721,799 reactions and 888 catalyst types from USPTO. Task: Predict which catalyst facilitates the given reaction. (1) Product: [Cl:1][C:2]1[CH:25]=[CH:24][CH:23]=[C:22]2[C:3]=1[C:4](=[O:5])[N:6]([CH:7]1[CH2:9][CH2:8]1)[C:10]([C@@H:11]([NH:13][C:14](=[O:20])[O:15][C:16]([CH3:19])([CH3:18])[CH3:17])[CH3:12])=[N:26]2. Reactant: [Cl:1][C:2]1[CH:25]=[CH:24][CH:23]=[C:22]([N+:26]([O-])=O)[C:3]=1[C:4]([N:6]([C:10](=O)[C@@H:11]([NH:13][C:14](=[O:20])[O:15][C:16]([CH3:19])([CH3:18])[CH3:17])[CH3:12])[CH:7]1[CH2:9][CH2:8]1)=[O:5]. The catalyst class is: 183. (2) Reactant: [NH2:1][C:2]1[CH:3]=[C:4]([CH:8]=[CH:9][C:10]=1[NH2:11])[C:5]([OH:7])=[O:6].[Cl:12][CH2:13][C:14](O)=O. Product: [Cl:12][CH2:13][C:14]1[NH:11][C:10]2[CH:9]=[CH:8][C:4]([C:5]([OH:7])=[O:6])=[CH:3][C:2]=2[N:1]=1. The catalyst class is: 33. (3) Reactant: C(=O)([O-])[O-].[K+].[K+].C(O[C@@H:11]1[C@H:17]2[C@H:18]3[C@H:27]([CH2:28][CH2:29][C@:14]2([CH2:15][CH3:16])[C:13](=[O:31])[CH2:12]1)[C@@H:26]1[C:21](=[CH:22][C:23](=[O:30])[CH2:24][CH2:25]1)[CH2:20][CH2:19]3)(=O)C.O. Product: [CH3:16][CH2:15][C@:14]12[CH2:29][CH2:28][C@H:27]3[C@@H:18]([CH2:19][CH2:20][C:21]4[C@@H:26]3[CH2:25][CH2:24][C:23](=[O:30])[CH:22]=4)[C@@H:17]1[CH:11]=[CH:12][C:13]2=[O:31]. The catalyst class is: 5. (4) Reactant: [CH:1]1([CH2:4][C:5]2[N:9]([C:10]3[CH:15]=[CH:14][C:13]([C:16]([NH:18][CH2:19][CH3:20])=[O:17])=[CH:12][CH:11]=3)[N:8]=[N:7][C:6]=2[C:21](O)=[O:22])[CH2:3][CH2:2]1.C1C=C[C:27]2N(O)N=[N:30][C:28]=2[CH:29]=1.C1(N)CC1.CCN=C=NCCCN(C)C. Product: [CH:28]1([NH:30][C:21]([C:6]2[N:7]=[N:8][N:9]([C:10]3[CH:15]=[CH:14][C:13]([C:16]([NH:18][CH2:19][CH3:20])=[O:17])=[CH:12][CH:11]=3)[C:5]=2[CH2:4][CH:1]2[CH2:3][CH2:2]2)=[O:22])[CH2:29][CH2:27]1. The catalyst class is: 444. (5) Product: [CH3:15][O:14][C:8]1[CH:7]=[CH:6][C:5]([S:2]([N:20]2[CH2:21][CH2:22][N:17]([CH3:16])[CH2:18][CH2:19]2)(=[O:4])=[O:3])=[CH:13][C:9]=1[C:10]([OH:12])=[O:11]. The catalyst class is: 21. Reactant: Cl[S:2]([C:5]1[CH:6]=[CH:7][C:8]([O:14][CH3:15])=[C:9]([CH:13]=1)[C:10]([OH:12])=[O:11])(=[O:4])=[O:3].[CH3:16][N:17]1[CH2:22][CH2:21][NH:20][CH2:19][CH2:18]1.C(N(CC)CC)C.